This data is from Forward reaction prediction with 1.9M reactions from USPTO patents (1976-2016). The task is: Predict the product of the given reaction. Given the reactants [CH2:1]([O:3][C:4](=[O:25])[C:5]([O:8][C:9]1[CH:14]=[CH:13][C:12]([O:15][CH2:16][CH2:17][CH:18]([O:20]S(C)(=O)=O)[CH3:19])=[CH:11][CH:10]=1)([CH3:7])[CH3:6])[CH3:2].[Br:26][C:27]1[CH:28]=[CH:29][C:30](O)=[C:31]([C:33]([C:35]2[CH:40]=[CH:39][CH:38]=[CH:37][CH:36]=2)=[O:34])[CH:32]=1.C(=O)([O-])[O-].[Cs+].[Cs+].Cl, predict the reaction product. The product is: [CH2:1]([O:3][C:4](=[O:25])[C:5]([O:8][C:9]1[CH:14]=[CH:13][C:12]([O:15][CH2:16][CH2:17][CH:18]([O:20][C:30]2[CH:29]=[CH:28][C:27]([Br:26])=[CH:32][C:31]=2[C:33](=[O:34])[C:35]2[CH:36]=[CH:37][CH:38]=[CH:39][CH:40]=2)[CH3:19])=[CH:11][CH:10]=1)([CH3:7])[CH3:6])[CH3:2].